This data is from Forward reaction prediction with 1.9M reactions from USPTO patents (1976-2016). The task is: Predict the product of the given reaction. Given the reactants Cl[C:2]1[C:11]2[C:6](=[CH:7][C:8]([O:14][CH3:15])=[C:9]([O:12][CH3:13])[CH:10]=2)[CH:5]=[C:4]([NH:16][C:17]2[CH:21]=[C:20]([CH:22]3[CH2:24][CH2:23]3)[NH:19][N:18]=2)[N:3]=1, predict the reaction product. The product is: [CH:22]1([C:20]2[NH:19][N:18]=[C:17]([NH:16][C:4]3[N:3]=[C:2]([O:12][CH:9]([CH3:10])[CH3:8])[C:11]4[C:6]([CH:5]=3)=[CH:7][C:8]([O:14][CH3:15])=[C:9]([O:12][CH3:13])[CH:10]=4)[CH:21]=2)[CH2:24][CH2:23]1.